Dataset: Tox21: 12 toxicity assays (nuclear receptors and stress response pathways). Task: Binary classification across 12 toxicity assays. The compound is COC(=O)C1=C(C)NC(C)=C(C(=O)OCC(C)=O)C1c1ccccc1[N+](=O)[O-]. It tested positive (active) for: SR-MMP (Mitochondrial Membrane Potential disruption).